The task is: Predict the product of the given reaction.. This data is from Forward reaction prediction with 1.9M reactions from USPTO patents (1976-2016). (1) Given the reactants [C:1]([C:5]1[CH:10]=[CH:9][C:8]([N+:11]([O-:13])=[O:12])=[CH:7][C:6]=1N)([CH3:4])([CH3:3])[CH3:2].N([O-])=O.[Na+].[O-:19][S:20]([O-:22])=O.[Na+].[Na+].[ClH:25], predict the reaction product. The product is: [C:1]([C:5]1[CH:10]=[CH:9][C:8]([N+:11]([O-:13])=[O:12])=[CH:7][C:6]=1[S:20]([Cl:25])(=[O:22])=[O:19])([CH3:4])([CH3:3])[CH3:2]. (2) Given the reactants [CH2:1]([O:3][C:4]([C:6]1[CH:7]=[N:8][C:9]2[C:14]([C:15]=1[Cl:16])=[N:13][C:12](F)=[CH:11][CH:10]=2)=[O:5])[CH3:2].C(OC(C1C=NC2C(C=1O)=CN=C([Cl:34])C=2)=O)C, predict the reaction product. The product is: [CH2:1]([O:3][C:4]([C:6]1[CH:7]=[N:8][C:9]2[C:10]([C:15]=1[Cl:16])=[CH:11][CH:12]=[N:13][C:14]=2[Cl:34])=[O:5])[CH3:2]. (3) Given the reactants [CH2:1]([O:17]CCCOS(C)(=O)=O)[CH2:2][CH2:3][CH2:4][CH2:5][CH2:6][CH2:7][CH2:8][CH2:9][CH2:10][CH2:11][CH2:12][CH2:13][CH2:14][CH:15]=[CH2:16].CCN(C(C)C)C(C)C, predict the reaction product. The product is: [CH2:1]([OH:17])[CH2:2][CH2:3][CH2:4][CH2:5][CH2:6][CH2:7][CH2:8][CH2:9][CH2:10][CH2:11][CH2:12][CH2:13][CH2:14][CH:15]=[CH2:16]. (4) Given the reactants O.[NH2:2][NH2:3].[Cl:4][C:5]1[C:10]([CH:11]=O)=[C:9](Cl)[N:8]=[CH:7][N:6]=1.C(N(CC)CC)C, predict the reaction product. The product is: [Cl:4][C:5]1[N:6]=[CH:7][N:8]=[C:9]2[NH:2][N:3]=[CH:11][C:10]=12. (5) Given the reactants [Cl:1][C:2]1[CH:3]=[CH:4][CH:5]=[C:6]2[C:11]=1[C:10](=[O:12])[N:9]([CH2:13][C:14]1[CH:19]=[CH:18][C:17]([F:20])=[CH:16][C:15]=1[F:21])[C:8]([C:22]1[CH:27]=[CH:26][C:25]([OH:28])=[CH:24][CH:23]=1)=[CH:7]2.C([O-])([O-])=O.[Cs+].[Cs+].Cl[C:36]1[N:43]=[CH:42][CH:41]=[CH:40][C:37]=1[C:38]#[N:39], predict the reaction product. The product is: [Cl:1][C:2]1[CH:3]=[CH:4][CH:5]=[C:6]2[C:11]=1[C:10](=[O:12])[N:9]([CH2:13][C:14]1[CH:19]=[CH:18][C:17]([F:20])=[CH:16][C:15]=1[F:21])[C:8]([C:22]1[CH:23]=[CH:24][C:25]([O:28][C:36]3[N:43]=[CH:42][CH:41]=[CH:40][C:37]=3[C:38]#[N:39])=[CH:26][CH:27]=1)=[CH:7]2. (6) The product is: [C:1]([O:5][C:6]([N:8]1[CH2:13][CH:12]=[C:11]([C:33]2[CH:32]=[C:31]([C:22]3[CH:27]=[CH:26][CH:25]=[CH:24][CH:23]=3)[CH:36]=[CH:35][CH:34]=2)[CH2:10][CH2:9]1)=[O:7])([CH3:4])([CH3:3])[CH3:2]. Given the reactants [C:1]([O:5][C:6]([N:8]1[CH2:13][CH:12]=[C:11](OS(C(F)(F)F)(=O)=O)[CH2:10][CH2:9]1)=[O:7])([CH3:4])([CH3:3])[CH3:2].[C:22]1([C:31]2[CH:36]=[CH:35][CH:34]=[CH:33][CH:32]=2)[CH:27]=[CH:26][CH:25]=[C:24](B(O)O)[CH:23]=1.[Li+].[Cl-].C([O-])([O-])=O.[Na+].[Na+], predict the reaction product. (7) Given the reactants CON(C)[C:4]([CH:6]1[CH2:11][CH2:10][NH:9][C:8](=[O:12])[CH2:7]1)=[O:5].C[Mg+].[Br-].[CH3:17]COCC, predict the reaction product. The product is: [C:4]([CH:6]1[CH2:11][CH2:10][NH:9][C:8](=[O:12])[CH2:7]1)(=[O:5])[CH3:17].